From a dataset of Catalyst prediction with 721,799 reactions and 888 catalyst types from USPTO. Predict which catalyst facilitates the given reaction. (1) Reactant: [OH-].[Li+].[C:3]([C:5]1[CH:6]=[C:7]([C:15]2[N:20]=[CH:19][C:18]([C:21]3[C:22]([CH2:36][CH3:37])=[C:23]([O:27][CH2:28][CH2:29][CH2:30][C:31]([O:33]CC)=[O:32])[CH:24]=[CH:25][CH:26]=3)=[CH:17][N:16]=2)[CH:8]=[CH:9][C:10]=1[CH2:11][CH:12]([CH3:14])[CH3:13])#[N:4].CC(O)=O. Product: [C:3]([C:5]1[CH:6]=[C:7]([C:15]2[N:16]=[CH:17][C:18]([C:21]3[C:22]([CH2:36][CH3:37])=[C:23]([O:27][CH2:28][CH2:29][CH2:30][C:31]([OH:33])=[O:32])[CH:24]=[CH:25][CH:26]=3)=[CH:19][N:20]=2)[CH:8]=[CH:9][C:10]=1[CH2:11][CH:12]([CH3:14])[CH3:13])#[N:4]. The catalyst class is: 252. (2) Reactant: C(OC([NH:8][CH:9]([CH2:23][CH3:24])[C@@H:10]([C:12]1[O:16][N:15]=[C:14]([C:17]2[CH:22]=[CH:21][CH:20]=[CH:19][CH:18]=2)[N:13]=1)[OH:11])=O)(C)(C)C.C(O)(C(F)(F)F)=O. Product: [NH2:8][CH:9]([CH2:23][CH3:24])[C@@H:10]([C:12]1[O:16][N:15]=[C:14]([C:17]2[CH:22]=[CH:21][CH:20]=[CH:19][CH:18]=2)[N:13]=1)[OH:11]. The catalyst class is: 2.